This data is from M1 muscarinic receptor antagonist screen with 61,756 compounds. The task is: Binary Classification. Given a drug SMILES string, predict its activity (active/inactive) in a high-throughput screening assay against a specified biological target. (1) The drug is S(c1nc(Oc2ccc(cc2)C(OC)=O)cc(n1)C)C. The result is 0 (inactive). (2) The drug is s1c(CN2CC34OC(C(C3C2=O)C(=O)NCC2OCCC2)C=C4)ccc1. The result is 0 (inactive).